This data is from Catalyst prediction with 721,799 reactions and 888 catalyst types from USPTO. The task is: Predict which catalyst facilitates the given reaction. (1) Reactant: [CH3:1][C:2]1[N:10]=[CH:9][CH:8]=[CH:7][C:3]=1[C:4](O)=[O:5].C(N(CC)CC)C.C(OC(Cl)=O)C.[N-:24]=[N+:25]=[N-:26].[Na+]. Product: [N:24]([C:4]([C:3]1[C:2]([CH3:1])=[N:10][CH:9]=[CH:8][CH:7]=1)=[O:5])=[N+:25]=[N-:26]. The catalyst class is: 95. (2) Reactant: [H-].[Na+].Cl[CH2:4][CH2:5][S:6](Cl)(=[O:8])=[O:7].[CH3:10][C:11]1[CH:12]=[C:13]([CH:28]=[CH:29][C:30]=1[CH3:31])[O:14][C:15]1[CH:20]=[CH:19][C:18]([C:21]2[C:22]([NH2:27])=[N:23][CH:24]=[CH:25][CH:26]=2)=[CH:17][CH:16]=1. The catalyst class is: 1. Product: [CH3:10][C:11]1[CH:12]=[C:13]([CH:28]=[CH:29][C:30]=1[CH3:31])[O:14][C:15]1[CH:20]=[CH:19][C:18]([C:21]2[C:22]3=[N:27][S:6](=[O:8])(=[O:7])[CH2:5][CH2:4][N:23]3[CH:24]=[CH:25][CH:26]=2)=[CH:17][CH:16]=1. (3) The catalyst class is: 12. Product: [NH2:18][C:3]1[C:2]([NH:28][S:25]([C:19]2[CH:24]=[CH:23][CH:22]=[CH:21][CH:20]=2)(=[O:27])=[O:26])=[N:7][C:6]([C:8]2[CH:13]=[CH:12][C:11]([S:14]([CH3:17])(=[O:16])=[O:15])=[CH:10][CH:9]=2)=[CH:5][N:4]=1. Reactant: Br[C:2]1[C:3]([NH2:18])=[N:4][CH:5]=[C:6]([C:8]2[CH:13]=[CH:12][C:11]([S:14]([CH3:17])(=[O:16])=[O:15])=[CH:10][CH:9]=2)[N:7]=1.[C:19]1([S:25]([NH2:28])(=[O:27])=[O:26])[CH:24]=[CH:23][CH:22]=[CH:21][CH:20]=1.[C@@H]1(N)CCCC[C@H]1N.C([O-])([O-])=O.[K+].[K+]. (4) Reactant: [Cl:1][C:2]1[C:3]([N:15]2[CH2:20][CH2:19][N:18]([C:21]([O:23][C:24]([CH3:27])([CH3:26])[CH3:25])=[O:22])[CH2:17][CH2:16]2)=[N:4][CH:5]=[C:6]([C:8]([NH:10][CH2:11][CH:12](O)[CH3:13])=[O:9])[CH:7]=1.CCN(C(C)C)C(C)C.CS(Cl)(=O)=O. Product: [Cl:1][C:2]1[C:3]([N:15]2[CH2:20][CH2:19][N:18]([C:21]([O:23][C:24]([CH3:25])([CH3:27])[CH3:26])=[O:22])[CH2:17][CH2:16]2)=[N:4][CH:5]=[C:6]([C:8]2[O:9][CH:12]([CH3:13])[CH2:11][N:10]=2)[CH:7]=1. The catalyst class is: 2. (5) The catalyst class is: 572. Reactant: [Cl:1][C:2]1[CH:7]=[C:6]([O:8][CH2:9][C:10]([CH3:12])=[CH2:11])[N:5]=[CH:4][N:3]=1.[OH-].[Na+].O.[CH:16]([Cl:19])(Cl)[Cl:17]. Product: [Cl:1][C:2]1[CH:7]=[C:6]([O:8][CH2:9][C:10]2([CH3:12])[CH2:11][C:16]2([Cl:19])[Cl:17])[N:5]=[CH:4][N:3]=1. (6) The catalyst class is: 70. Reactant: Br[C:2]1[CH:3]=[C:4]([N:22]([CH2:29][CH3:30])[CH:23]2[CH2:28][CH2:27][O:26][CH2:25][CH2:24]2)[C:5]([CH3:21])=[C:6]([CH:20]=1)[C:7]([NH:9][CH2:10][C:11]1[C:12](=[O:19])[NH:13][C:14]([CH3:18])=[CH:15][C:16]=1[CH3:17])=[O:8].[OH:31][CH2:32][C:33]1[CH:38]=[CH:37][C:36](B(O)O)=[CH:35][CH:34]=1.C([O-])([O-])=O.[Na+].[Na+]. Product: [CH3:17][C:16]1[CH:15]=[C:14]([CH3:18])[NH:13][C:12](=[O:19])[C:11]=1[CH2:10][NH:9][C:7]([C:6]1[CH:20]=[C:2]([C:36]2[CH:37]=[CH:38][C:33]([CH2:32][OH:31])=[CH:34][CH:35]=2)[CH:3]=[C:4]([N:22]([CH2:29][CH3:30])[CH:23]2[CH2:28][CH2:27][O:26][CH2:25][CH2:24]2)[C:5]=1[CH3:21])=[O:8].